This data is from Peptide-MHC class I binding affinity with 185,985 pairs from IEDB/IMGT. The task is: Regression. Given a peptide amino acid sequence and an MHC pseudo amino acid sequence, predict their binding affinity value. This is MHC class I binding data. (1) The peptide sequence is VSHLTTLAT. The MHC is HLA-B15:01 with pseudo-sequence HLA-B15:01. The binding affinity (normalized) is 0.0514. (2) The peptide sequence is LVSAGIRKV. The MHC is HLA-A33:01 with pseudo-sequence HLA-A33:01. The binding affinity (normalized) is 0. (3) The binding affinity (normalized) is 0. The MHC is HLA-A26:01 with pseudo-sequence HLA-A26:01. The peptide sequence is IRHLFGNYI. (4) The peptide sequence is QELYSPLFL. The MHC is HLA-B45:01 with pseudo-sequence HLA-B45:01. The binding affinity (normalized) is 0.288. (5) The binding affinity (normalized) is 0.0641. The peptide sequence is SKSNNGYKI. The MHC is H-2-Db with pseudo-sequence H-2-Db.